From a dataset of Forward reaction prediction with 1.9M reactions from USPTO patents (1976-2016). Predict the product of the given reaction. Given the reactants [Si]([O:8][C:9]([C:11]1[CH:12]=[CH:13][CH:14]=[C:15]2[C:20]=1[N:19]=[C:18]([NH:21][C:22]([CH3:30])([CH2:24][CH2:25][S:26]([CH3:29])(=[O:28])=[O:27])[CH3:23])[C:17]([CH3:31])=[N:16]2)=[CH2:10])(C(C)(C)C)(C)C.[Br:32]N1C(=O)CCC1=O.O, predict the reaction product. The product is: [Br:32][CH2:8][C:9]([C:11]1[CH:12]=[CH:13][CH:14]=[C:15]2[C:20]=1[N:19]=[C:18]([NH:21][C:22]([CH3:30])([CH2:24][CH2:25][S:26]([CH3:29])(=[O:28])=[O:27])[CH3:23])[C:17]([CH3:31])=[N:16]2)=[O:10].